From a dataset of Forward reaction prediction with 1.9M reactions from USPTO patents (1976-2016). Predict the product of the given reaction. Given the reactants [CH3:1][O:2][C:3](=[O:43])[CH2:4][O:5][C:6]1[CH:11]=[CH:10][C:9]([CH2:12][NH:13]C(OC(C)(C)C)=O)=[CH:8][C:7]=1[CH:21]1[CH2:26][CH2:25][N:24]([C:27]([C:29]2[C:37]3[C:32](=[C:33]([CH3:38])[CH:34]=[CH:35][CH:36]=3)[N:31]([CH2:39][CH2:40][O:41][CH3:42])[CH:30]=2)=[O:28])[CH2:23][CH2:22]1.[ClH:44], predict the reaction product. The product is: [ClH:44].[CH3:1][O:2][C:3](=[O:43])[CH2:4][O:5][C:6]1[CH:11]=[CH:10][C:9]([CH2:12][NH2:13])=[CH:8][C:7]=1[CH:21]1[CH2:26][CH2:25][N:24]([C:27]([C:29]2[C:37]3[C:32](=[C:33]([CH3:38])[CH:34]=[CH:35][CH:36]=3)[N:31]([CH2:39][CH2:40][O:41][CH3:42])[CH:30]=2)=[O:28])[CH2:23][CH2:22]1.